This data is from Reaction yield outcomes from USPTO patents with 853,638 reactions. The task is: Predict the reaction yield, written as a fraction of the theoretical maximum amount of product (1.0 means a 100% yield; for example, 0.34 means a 34% yield). (1) The reactants are [NH2:1][C:2]1[CH:7]=[CH:6][C:5]([Cl:8])=[CH:4][N:3]=1.C[Si]([N-][Si](C)(C)C)(C)C.[K+].C1(C)C=CC=CC=1.[Cl:26][C:27]1[CH:38]=[C:31]2[C:32](OC(=O)[NH:36][C:30]2=[CH:29][CH:28]=1)=[O:33]. The catalyst is O1CCCC1. The product is [NH2:36][C:30]1[CH:29]=[CH:28][C:27]([Cl:26])=[CH:38][C:31]=1[C:32]([NH:1][C:2]1[CH:7]=[CH:6][C:5]([Cl:8])=[CH:4][N:3]=1)=[O:33]. The yield is 1.00. (2) The reactants are [OH:1][C:2]1[CH:6]=[C:5]([CH2:7][CH2:8][C:9]([O:11][CH2:12][CH3:13])=[O:10])[N:4]([C:14]2[CH:19]=[CH:18][CH:17]=[CH:16][CH:15]=2)[N:3]=1.Cl[CH2:21][C:22]1[CH:41]=[CH:40][C:25]([O:26][CH2:27][C:28]2[N:29]=[C:30]([C:34]3[CH:39]=[CH:38][CH:37]=[CH:36][CH:35]=3)[O:31][C:32]=2[CH3:33])=[CH:24][CH:23]=1.C(=O)([O-])[O-].[K+].[K+].CN(C)C=O. The catalyst is O. The product is [CH3:33][C:32]1[O:31][C:30]([C:34]2[CH:35]=[CH:36][CH:37]=[CH:38][CH:39]=2)=[N:29][C:28]=1[CH2:27][O:26][C:25]1[CH:24]=[CH:23][C:22]([CH2:21][O:1][C:2]2[CH:6]=[C:5]([CH2:7][CH2:8][C:9]([O:11][CH2:12][CH3:13])=[O:10])[N:4]([C:14]3[CH:15]=[CH:16][CH:17]=[CH:18][CH:19]=3)[N:3]=2)=[CH:41][CH:40]=1. The yield is 0.950. (3) The catalyst is CN(C)C=O.O. The reactants are [I:1][C:2]1[CH:10]=[C:6]([C:7]([OH:9])=[O:8])[C:5]([OH:11])=[CH:4][CH:3]=1.Cl.CN(C)[CH2:15][CH2:16]CN=C=N.O.ON1C2C=CC=CC=2N=N1.C(O)C. The product is [I:1][C:2]1[CH:10]=[C:6]([C:7]([O:9][CH2:15][CH3:16])=[O:8])[C:5]([OH:11])=[CH:4][CH:3]=1. The yield is 0.780. (4) The reactants are [CH2:1]([NH:8][C:9]1[C:10]([NH2:15])=[CH:11][CH:12]=[CH:13][CH:14]=1)[C:2]1[CH:7]=[CH:6][CH:5]=[CH:4][CH:3]=1.[Cl:16][CH2:17][C:18](O)=O. No catalyst specified. The product is [CH2:1]([N:8]1[C:9]2[CH:14]=[CH:13][CH:12]=[CH:11][C:10]=2[N:15]=[C:18]1[CH2:17][Cl:16])[C:2]1[CH:3]=[CH:4][CH:5]=[CH:6][CH:7]=1. The yield is 0.610. (5) The reactants are C1(P(C2C=CC=CC=2)C2C=CC=CC=2)C=CC=CC=1.[C:20]([O:24][C:25]([N:27]1[CH2:32][CH2:31][CH:30]([OH:33])[CH2:29][CH2:28]1)=[O:26])([CH3:23])([CH3:22])[CH3:21].[Br:34][C:35]1[CH:36]=[C:37]2[C:42](=[CH:43][C:44]=1O)[N:41]=[C:40]([S:46][CH3:47])[N:39]=[CH:38]2. The catalyst is C1COCC1. The product is [C:20]([O:24][C:25]([N:27]1[CH2:32][CH2:31][CH:30]([O:33][C:44]2[CH:43]=[C:42]3[C:37]([CH:38]=[N:39][C:40]([S:46][CH3:47])=[N:41]3)=[CH:36][C:35]=2[Br:34])[CH2:29][CH2:28]1)=[O:26])([CH3:23])([CH3:21])[CH3:22]. The yield is 0.700. (6) The reactants are [CH:1]([N:14]1[C:22]2[C:17](=[CH:18][C:19]([Cl:23])=[CH:20][CH:21]=2)[C:16]([CH2:24][CH2:25][S:26]([C:29]2[CH:38]=[CH:37][C:32]([C:33]([O:35]C)=[O:34])=[CH:31][CH:30]=2)(=[O:28])=[O:27])=[C:15]1[CH2:39][CH2:40][NH:41][S:42]([CH2:45][C:46]1[CH:51]=[CH:50][C:49]([Cl:52])=[C:48]([Cl:53])[CH:47]=1)(=[O:44])=[O:43])([C:8]1[CH:13]=[CH:12][CH:11]=[CH:10][CH:9]=1)[C:2]1[CH:7]=[CH:6][CH:5]=[CH:4][CH:3]=1.C1COCC1.[OH-].[Na+]. The catalyst is CO. The product is [CH:1]([N:14]1[C:22]2[C:17](=[CH:18][C:19]([Cl:23])=[CH:20][CH:21]=2)[C:16]([CH2:24][CH2:25][S:26]([C:29]2[CH:38]=[CH:37][C:32]([C:33]([OH:35])=[O:34])=[CH:31][CH:30]=2)(=[O:28])=[O:27])=[C:15]1[CH2:39][CH2:40][NH:41][S:42]([CH2:45][C:46]1[CH:51]=[CH:50][C:49]([Cl:52])=[C:48]([Cl:53])[CH:47]=1)(=[O:43])=[O:44])([C:2]1[CH:3]=[CH:4][CH:5]=[CH:6][CH:7]=1)[C:8]1[CH:13]=[CH:12][CH:11]=[CH:10][CH:9]=1. The yield is 0.930. (7) The reactants are CC1C=CC(S(O[CH2:12][C@@H:13]2[CH2:17][O:16][C:15]([CH3:19])([CH3:18])[O:14]2)(=O)=O)=CC=1.[C:20]([C:24]1[NH:25][C:26]2[C:31]([CH:32]=1)=[CH:30][C:29]([N+:33]([O-:35])=[O:34])=[CH:28][CH:27]=2)([CH3:23])([CH3:22])[CH3:21].C([O-])([O-])=O.[Cs+].[Cs+]. The catalyst is CN(C=O)C. The product is [C:20]([C:24]1[N:25]([CH2:12][C@@H:13]2[CH2:17][O:16][C:15]([CH3:18])([CH3:19])[O:14]2)[C:26]2[C:31]([CH:32]=1)=[CH:30][C:29]([N+:33]([O-:35])=[O:34])=[CH:28][CH:27]=2)([CH3:23])([CH3:21])[CH3:22]. The yield is 0.660.